Predict the product of the given reaction. From a dataset of Forward reaction prediction with 1.9M reactions from USPTO patents (1976-2016). (1) Given the reactants [Br:1][C:2]1[CH:11]=[C:10]([CH3:12])[CH:9]=[CH:8][C:3]=1[C:4]([O:6][CH3:7])=[O:5].[I:13]I.S(=O)(=O)(O)O, predict the reaction product. The product is: [Br:1][C:2]1[CH:11]=[C:10]([CH3:12])[C:9]([I:13])=[CH:8][C:3]=1[C:4]([O:6][CH3:7])=[O:5]. (2) The product is: [CH3:36][C:37]1[N:38]=[C:39]([C:43](=[C:32]2[CH2:33][CH2:34][O:29][CH2:30][CH2:31]2)[C:44]#[N:45])[O:40][C:41]=1[CH3:42]. Given the reactants C1(C2N=C(C3C4CCCCC=4SC=3NC(N3CCC[C@@H]3C(O)=O)=O)ON=2)CC1.[O:29]1[CH2:34][CH2:33][C:32](=O)[CH2:31][CH2:30]1.[CH3:36][C:37]1[N:38]=[C:39]([CH2:43][C:44]#[N:45])[O:40][C:41]=1[CH3:42], predict the reaction product.